This data is from Full USPTO retrosynthesis dataset with 1.9M reactions from patents (1976-2016). The task is: Predict the reactants needed to synthesize the given product. The reactants are: Cl[C:2]1[N:7]=[CH:6][N:5]=[C:4]([N:8]2[CH2:17][CH2:16][C:15]3[C:14]([N:18]4[CH2:23][CH2:22][O:21][CH2:20][C@@H:19]4[CH3:24])=[N:13][C:12]([C:25]4[CH:30]=[CH:29][C:28]([NH:31][C:32]([NH:34][CH2:35][CH3:36])=[O:33])=[CH:27][CH:26]=4)=[N:11][C:10]=3[CH2:9]2)[N:3]=1.CO. Given the product [CH2:35]([NH:34][C:32]([NH:31][C:28]1[CH:29]=[CH:30][C:25]([C:12]2[N:13]=[C:14]([N:18]3[CH2:23][CH2:22][O:21][CH2:20][C@@H:19]3[CH3:24])[C:15]3[CH2:16][CH2:17][N:8]([C:4]4[N:3]=[CH:2][N:7]=[CH:6][N:5]=4)[CH2:9][C:10]=3[N:11]=2)=[CH:26][CH:27]=1)=[O:33])[CH3:36], predict the reactants needed to synthesize it.